From a dataset of Reaction yield outcomes from USPTO patents with 853,638 reactions. Predict the reaction yield, written as a fraction of the theoretical maximum amount of product (1.0 means a 100% yield; for example, 0.34 means a 34% yield). (1) The reactants are Br[C:2]1[CH:10]=[CH:9][C:5]([C:6]([OH:8])=[O:7])=[C:4]([CH3:11])[CH:3]=1.[Li]CCCC.CN([CH:20]=[O:21])C. The catalyst is C1COCC1. The product is [CH:20]([C:2]1[CH:10]=[CH:9][C:5]([C:6]([OH:8])=[O:7])=[C:4]([CH3:11])[CH:3]=1)=[O:21]. The yield is 0.400. (2) The reactants are [Cl:1][C:2]1[CH:7]=[CH:6][C:5]([CH3:8])=[CH:4][C:3]=1[NH:9][C:10]1[N:15]2[N:16]=[CH:17][C:18]([S:19](=[O:24])(=[O:23])[NH:20][CH2:21][CH3:22])=[C:14]2[N:13]=[CH:12][C:11]=1[C:25]([O:27]CC)=O.[F:30][C:31]1[CH:36]=[CH:35][C:34]([CH:37]2[CH2:42][CH2:41][NH:40][CH2:39][CH2:38]2)=[CH:33][CH:32]=1. No catalyst specified. The product is [CH2:21]([NH:20][S:19]([C:18]1[CH:17]=[N:16][N:15]2[C:10]([NH:9][C:3]3[CH:4]=[C:5]([CH3:8])[CH:6]=[CH:7][C:2]=3[Cl:1])=[C:11]([C:25]([N:40]3[CH2:41][CH2:42][CH:37]([C:34]4[CH:33]=[CH:32][C:31]([F:30])=[CH:36][CH:35]=4)[CH2:38][CH2:39]3)=[O:27])[CH:12]=[N:13][C:14]=12)(=[O:24])=[O:23])[CH3:22]. The yield is 0.160. (3) The reactants are C([N:8]1[CH2:14][C:13]2[N:15]=[CH:16][C:17]([S:19][CH:20]([CH3:22])[CH3:21])=[N:18][C:12]=2[O:11][CH2:10][CH2:9]1)C1C=CC=CC=1.[Cl:23]C(OC(Cl)C)=O. The catalyst is C1(C)C=CC=CC=1. The product is [ClH:23].[CH3:22][CH:20]([S:19][C:17]1[CH:16]=[N:15][C:13]2[CH2:14][NH:8][CH2:9][CH2:10][O:11][C:12]=2[N:18]=1)[CH3:21]. The yield is 0.210. (4) The reactants are [C:1]1([N:7]2[CH:11]=[CH:10][CH:9]=[N:8]2)[CH:6]=[CH:5][CH:4]=[CH:3][CH:2]=1.CCCCCC.C([Li])CCC.[CH3:23][O:24][CH2:25][CH:26]1[CH2:28][O:27]1.Cl. The catalyst is O1CCCC1. The product is [CH3:23][O:24][CH2:25][CH:26]([OH:27])[CH2:28][C:11]1[N:7]([C:1]2[CH:2]=[CH:3][CH:4]=[CH:5][CH:6]=2)[N:8]=[CH:9][CH:10]=1. The yield is 0.300. (5) The reactants are [C:1]([O:5][C:6]([N:8]1[CH2:13][CH2:12][CH:11]([OH:14])[CH2:10][CH2:9]1)=[O:7])([CH3:4])([CH3:3])[CH3:2].[CH:15]([C:18]1[CH:23]=[C:22]([N+:24]([O-:26])=[O:25])[CH:21]=[CH:20][C:19]=1O)([CH3:17])[CH3:16].C1(P(C2C=CC=CC=2)C2C=CC=CC=2)C=CC=CC=1.N(C(OCC)=O)=NC(OCC)=O. The catalyst is ClCCl. The product is [C:1]([O:5][C:6]([N:8]1[CH2:13][CH2:12][CH:11]([O:14][C:19]2[CH:20]=[CH:21][C:22]([N+:24]([O-:26])=[O:25])=[CH:23][C:18]=2[CH:15]([CH3:17])[CH3:16])[CH2:10][CH2:9]1)=[O:7])([CH3:4])([CH3:2])[CH3:3]. The yield is 0.760.